Dataset: Catalyst prediction with 721,799 reactions and 888 catalyst types from USPTO. Task: Predict which catalyst facilitates the given reaction. Reactant: [NH2:1][C:2]1[N:10]=[CH:9][CH:8]=[CH:7][C:3]=1[C:4](O)=[O:5].B.C1COCC1. The catalyst class is: 1. Product: [NH2:1][C:2]1[C:3]([CH2:4][OH:5])=[CH:7][CH:8]=[CH:9][N:10]=1.